Dataset: Forward reaction prediction with 1.9M reactions from USPTO patents (1976-2016). Task: Predict the product of the given reaction. (1) Given the reactants [Cl:1][C:2]1[CH:3]=[CH:4][C:5]2[N:9]=[C:8]([C:10]3[C:22]4[C:21]5[C:16](=[CH:17][CH:18]=[CH:19][CH:20]=5)[C:15](=[N:23]O)[C:14]=4[CH:13]=[CH:12][CH:11]=3)[NH:7][C:6]=2[CH:25]=1.C(O)C.O, predict the reaction product. The product is: [Cl:1][C:2]1[CH:3]=[CH:4][C:5]2[N:9]=[C:8]([C:10]3[C:22]4[C:21]5[C:16](=[CH:17][CH:18]=[CH:19][CH:20]=5)[CH:15]([NH2:23])[C:14]=4[CH:13]=[CH:12][CH:11]=3)[NH:7][C:6]=2[CH:25]=1. (2) Given the reactants [S:1]1[CH:5]=[CH:4]C=[C:2]1C(O)=O.[O-:9]CC.[Na+].S1C=CC=C1CC(O)=O.ClC[Si:24]([O:31][CH2:32][CH3:33])([O:28][CH2:29][CH3:30])[O:25][CH2:26][CH3:27], predict the reaction product. The product is: [C:5]([S:1][CH2:2][Si:24]([O:31][CH2:32][CH3:33])([O:28][CH2:29][CH3:30])[O:25][CH2:26][CH3:27])(=[O:9])[CH3:4]. (3) Given the reactants [C:9](O[C:9]([O:11][C:12]([CH3:15])([CH3:14])[CH3:13])=[O:10])([O:11][C:12]([CH3:15])([CH3:14])[CH3:13])=[O:10].[CH3:16][CH:17]([C:20]([OH:22])=[O:21])[CH2:18][NH2:19].C(=O)([O-])[O-].[K+].[K+], predict the reaction product. The product is: [C:12]([O:11][C:9]([NH:19][CH2:18][CH:17]([CH3:16])[C:20]([OH:22])=[O:21])=[O:10])([CH3:13])([CH3:14])[CH3:15]. (4) The product is: [CH:23]1([NH:28][S:16]([C:14]2[CH:15]=[C:10]([S:7]([C:1]3[CH:6]=[CH:5][CH:4]=[CH:3][CH:2]=3)(=[O:9])=[O:8])[CH:11]=[CH:12][C:13]=2[CH2:20][CH2:21][CH3:22])(=[O:18])=[O:17])[CH2:27][CH2:26][CH2:25][CH2:24]1. Given the reactants [C:1]1([S:7]([C:10]2[CH:11]=[CH:12][C:13]([CH2:20][CH2:21][CH3:22])=[C:14]([S:16](Cl)(=[O:18])=[O:17])[CH:15]=2)(=[O:9])=[O:8])[CH:6]=[CH:5][CH:4]=[CH:3][CH:2]=1.[CH:23]1([NH2:28])[CH2:27][CH2:26][CH2:25][CH2:24]1, predict the reaction product. (5) Given the reactants [C:1]([O-:13])(=[O:12])[CH2:2][C:3]([CH2:8][C:9]([O-:11])=[O:10])([C:5]([O-:7])=[O:6])[OH:4].[CH3:14][N:15]([CH3:41])[C:16]1([C:35]2[CH:40]=[CH:39][CH:38]=[CH:37][CH:36]=2)[CH2:21][CH2:20][CH:19]([NH:22][C:23]([NH:25][CH2:26][CH2:27][CH2:28][C:29]2[CH:34]=[CH:33][CH:32]=[CH:31][CH:30]=2)=[S:24])[CH2:18][CH2:17]1.C(O)(=O)CC(CC(O)=O)(C(O)=O)O, predict the reaction product. The product is: [C:1]([OH:13])(=[O:12])[CH2:2][C:3]([CH2:8][C:9]([OH:11])=[O:10])([C:5]([OH:7])=[O:6])[OH:4].[CH3:41][N:15]([CH3:14])[C:16]1([C:35]2[CH:40]=[CH:39][CH:38]=[CH:37][CH:36]=2)[CH2:21][CH2:20][CH:19]([NH:22][C:23]([NH:25][CH2:26][CH2:27][CH2:28][C:29]2[CH:34]=[CH:33][CH:32]=[CH:31][CH:30]=2)=[S:24])[CH2:18][CH2:17]1.